Task: Binary Classification. Given a drug SMILES string, predict its activity (active/inactive) in a high-throughput screening assay against a specified biological target.. Dataset: Orexin1 receptor HTS with 218,158 compounds and 233 confirmed actives The compound is Clc1c(NC(=O)CCC(=O)N\N=C2\C(CCC2)CC)cccc1. The result is 0 (inactive).